This data is from NCI-60 drug combinations with 297,098 pairs across 59 cell lines. The task is: Regression. Given two drug SMILES strings and cell line genomic features, predict the synergy score measuring deviation from expected non-interaction effect. (1) Drug 1: CC1=C(N=C(N=C1N)C(CC(=O)N)NCC(C(=O)N)N)C(=O)NC(C(C2=CN=CN2)OC3C(C(C(C(O3)CO)O)O)OC4C(C(C(C(O4)CO)O)OC(=O)N)O)C(=O)NC(C)C(C(C)C(=O)NC(C(C)O)C(=O)NCCC5=NC(=CS5)C6=NC(=CS6)C(=O)NCCC[S+](C)C)O. Drug 2: C(CC(=O)O)C(=O)CN.Cl. Cell line: HT29. Synergy scores: CSS=2.09, Synergy_ZIP=0.319, Synergy_Bliss=2.72, Synergy_Loewe=1.91, Synergy_HSA=0.0753. (2) Drug 1: C1CCN(CC1)CCOC2=CC=C(C=C2)C(=O)C3=C(SC4=C3C=CC(=C4)O)C5=CC=C(C=C5)O. Drug 2: C1CNP(=O)(OC1)N(CCCl)CCCl. Cell line: SK-MEL-5. Synergy scores: CSS=-11.8, Synergy_ZIP=9.06, Synergy_Bliss=7.23, Synergy_Loewe=-2.55, Synergy_HSA=-3.03. (3) Drug 1: C1C(C(OC1N2C=C(C(=O)NC2=O)F)CO)O. Drug 2: CC1=C(N=C(N=C1N)C(CC(=O)N)NCC(C(=O)N)N)C(=O)NC(C(C2=CN=CN2)OC3C(C(C(C(O3)CO)O)O)OC4C(C(C(C(O4)CO)O)OC(=O)N)O)C(=O)NC(C)C(C(C)C(=O)NC(C(C)O)C(=O)NCCC5=NC(=CS5)C6=NC(=CS6)C(=O)NCCC[S+](C)C)O. Cell line: SF-295. Synergy scores: CSS=51.7, Synergy_ZIP=-5.90, Synergy_Bliss=-3.30, Synergy_Loewe=1.29, Synergy_HSA=2.14. (4) Drug 1: CC1=CC2C(CCC3(C2CCC3(C(=O)C)OC(=O)C)C)C4(C1=CC(=O)CC4)C. Drug 2: CC12CCC3C(C1CCC2O)C(CC4=C3C=CC(=C4)O)CCCCCCCCCS(=O)CCCC(C(F)(F)F)(F)F. Cell line: SK-MEL-28. Synergy scores: CSS=-7.34, Synergy_ZIP=2.26, Synergy_Bliss=-0.377, Synergy_Loewe=-5.83, Synergy_HSA=-4.56. (5) Drug 2: CC1C(C(CC(O1)OC2CC(OC(C2O)C)OC3=CC4=CC5=C(C(=O)C(C(C5)C(C(=O)C(C(C)O)O)OC)OC6CC(C(C(O6)C)O)OC7CC(C(C(O7)C)O)OC8CC(C(C(O8)C)O)(C)O)C(=C4C(=C3C)O)O)O)O. Cell line: IGROV1. Drug 1: CC1=C2C(C(=O)C3(C(CC4C(C3C(C(C2(C)C)(CC1OC(=O)C(C(C5=CC=CC=C5)NC(=O)OC(C)(C)C)O)O)OC(=O)C6=CC=CC=C6)(CO4)OC(=O)C)O)C)O. Synergy scores: CSS=50.2, Synergy_ZIP=1.38, Synergy_Bliss=4.04, Synergy_Loewe=1.58, Synergy_HSA=1.92.